This data is from Peptide-MHC class I binding affinity with 185,985 pairs from IEDB/IMGT. The task is: Regression. Given a peptide amino acid sequence and an MHC pseudo amino acid sequence, predict their binding affinity value. This is MHC class I binding data. (1) The peptide sequence is WEYWHDEQGM. The MHC is H-2-Kk with pseudo-sequence H-2-Kk. The binding affinity (normalized) is 0.0737. (2) The peptide sequence is YVNHTASGEH. The MHC is HLA-A11:01 with pseudo-sequence HLA-A11:01. The binding affinity (normalized) is 0. (3) The peptide sequence is QLLLEVEQEI. The MHC is HLA-B40:01 with pseudo-sequence HLA-B40:01. The binding affinity (normalized) is 0. (4) The peptide sequence is KPYTAGNKV. The MHC is Patr-B1301 with pseudo-sequence Patr-B1301. The binding affinity (normalized) is 0.573.